This data is from Forward reaction prediction with 1.9M reactions from USPTO patents (1976-2016). The task is: Predict the product of the given reaction. Given the reactants [C:1]([O:5][C:6]([N:8]1[CH2:13][CH2:12][N:11]([C:14](C2C=CC3N(CN(C)C)C=NC=3C=2)=[O:15])[CH2:10][CH2:9]1)=[O:7])([CH3:4])([CH3:3])[CH3:2].C[O:30][C:31](=O)[C:32]1[CH:37]=[CH:36][C:35]([C:38]#[N:39])=[C:34]([C:40]2[C:49]3[C:44](=[CH:45][CH:46]=[CH:47][CH:48]=3)[CH:43]=[N:42][C:41]=2[CH3:50])[CH:33]=1.[Li+].C[CH:54]([N-:56][CH:57]([CH3:59])[CH3:58])C.C([NH:63]C(C)C)(C)C.[CH2:67]([Li])[CH2:68][CH2:69]C, predict the reaction product. The product is: [C:1]([O:5][C:6]([N:8]1[CH2:9][CH2:10][N:11]([C:14]([C:68]2[CH:69]=[CH:59][C:57]3[NH:56][C:54]([C:31](=[O:30])[C:32]4[CH:37]=[CH:36][C:35]([C:38]#[N:39])=[C:34]([C:40]5[C:49]6[C:44](=[CH:45][CH:46]=[CH:47][CH:48]=6)[CH:43]=[N:42][C:41]=5[CH3:50])[CH:33]=4)=[N:63][C:58]=3[CH:67]=2)=[O:15])[CH2:12][CH2:13]1)=[O:7])([CH3:2])([CH3:3])[CH3:4].